This data is from Catalyst prediction with 721,799 reactions and 888 catalyst types from USPTO. The task is: Predict which catalyst facilitates the given reaction. (1) Reactant: [O:1]=[C:2]1[CH:7]=[C:6]([NH:8][C:9](=[O:17])[CH2:10][C:11]2[CH:16]=[CH:15][CH:14]=[CH:13][CH:12]=2)[CH:5]=[CH:4][N:3]1[CH2:18][CH2:19][CH2:20][CH2:21][N:22]1[CH:26]=[C:25]([C:27]([O:29]CC)=[O:28])[N:24]=[N:23]1.[Li+].[OH-]. Product: [O:1]=[C:2]1[CH:7]=[C:6]([NH:8][C:9](=[O:17])[CH2:10][C:11]2[CH:12]=[CH:13][CH:14]=[CH:15][CH:16]=2)[CH:5]=[CH:4][N:3]1[CH2:18][CH2:19][CH2:20][CH2:21][N:22]1[CH:26]=[C:25]([C:27]([OH:29])=[O:28])[N:24]=[N:23]1. The catalyst class is: 36. (2) Reactant: [CH3:1]N1CCOCC1.C(OC([CH2:15][NH:16][CH2:17][C:18]1[CH:19]=[C:20]([C:24]2[CH:29]=[CH:28][C:27]([CH2:30][CH:31]([O:35][CH2:36][CH3:37])[C:32](O)=[O:33])=[CH:26][CH:25]=2)[CH:21]=[CH:22][CH:23]=1)=O)(C)(C)C.[C:38]([NH:43][NH2:44])(=[O:42])[CH2:39][CH2:40][CH3:41].ON1C2C=C[CH:53]=[CH:54][C:49]=2N=N1.C(N=C=NC(C)C)(C)C.[C:64]([O:67]CC)(=[O:66])C. Product: [C:38]([NH:43][NH:44][C:32](=[O:33])[CH:31]([O:35][CH2:36][CH3:37])[CH2:30][C:27]1[CH:28]=[CH:29][C:24]([C:20]2[CH:21]=[CH:22][CH:23]=[C:18]([CH2:17][N:16]([CH3:15])[C:64](=[O:66])[O:67][C:54]([CH3:53])([CH3:49])[CH3:1])[CH:19]=2)=[CH:25][CH:26]=1)(=[O:42])[CH2:39][CH2:40][CH3:41]. The catalyst class is: 7. (3) Reactant: [NH2:1][C:2]1[S:6][N:5]=[C:4]([CH3:7])[C:3]=1[C:8]([OH:10])=O.S(Cl)(Cl)=O.[F:15][C:16]1[CH:17]=[C:18]([CH:20]=[CH:21][C:22]=1[F:23])[NH2:19].C(N(CC)CC)C. Product: [NH2:1][C:2]1[S:6][N:5]=[C:4]([CH3:7])[C:3]=1[C:8]([NH:19][C:18]1[CH:20]=[CH:21][C:22]([F:23])=[C:16]([F:15])[CH:17]=1)=[O:10]. The catalyst class is: 6. (4) Reactant: [CH3:1][O:2][C:3]1[C:4]2[CH:11]=[C:10]([C:12]3[C:20]4[C:15](=[CH:16][CH:17]=[C:18]([O:21][CH3:22])[CH:19]=4)[NH:14][CH:13]=3)[N:9](S(C3C=CC(C)=CC=3)(=O)=O)[C:5]=2[N:6]=[CH:7][N:8]=1.[OH-].[K+]. Product: [CH3:1][O:2][C:3]1[C:4]2[CH:11]=[C:10]([C:12]3[C:20]4[C:15](=[CH:16][CH:17]=[C:18]([O:21][CH3:22])[CH:19]=4)[NH:14][CH:13]=3)[NH:9][C:5]=2[N:6]=[CH:7][N:8]=1. The catalyst class is: 5. (5) The catalyst class is: 1. Reactant: [CH3:1][C:2]1[CH:6]=[CH:5][O:4][C:3]=1[C:7]([OH:9])=O.S(Cl)(Cl)=O.[C:14]([C:16]1[CH:17]=[C:18]([NH2:22])[CH:19]=[CH:20][CH:21]=1)#[CH:15].CCN(CC)CC. Product: [C:14]([C:16]1[CH:17]=[C:18]([NH:22][C:7]([C:3]2[O:4][CH:5]=[CH:6][C:2]=2[CH3:1])=[O:9])[CH:19]=[CH:20][CH:21]=1)#[CH:15]. (6) Reactant: [O:1]=[C:2]1[CH:11]=[CH:10][C:9]2[CH2:8][CH2:7][N:6]([C:12]([O:14][C:15]([CH3:18])([CH3:17])[CH3:16])=[O:13])[CH2:5][C:4]=2[NH:3]1.[Br:19]N1C(=O)CCC1=O. Product: [Br:19][C:11]1[C:2](=[O:1])[NH:3][C:4]2[CH2:5][N:6]([C:12]([O:14][C:15]([CH3:18])([CH3:17])[CH3:16])=[O:13])[CH2:7][CH2:8][C:9]=2[CH:10]=1. The catalyst class is: 375. (7) Reactant: [C:1](Cl)(=[O:5])[CH2:2][CH2:3][CH3:4].[OH:7][C@@H:8]1[C:13]2=[C:14]3[C:23](=[C:24]([O:26][CH3:27])[CH:25]=[C:12]2[O:11][C:10]([CH3:35])([CH3:34])[C@@H:9]1[OH:36])[C:22](=[O:28])[C:21]1[C:16](=[CH:17][CH:18]=[C:19]2[CH:32]=[CH:31][CH:30]=[CH:29][C:20]2=1)[N:15]3[CH3:33]. Product: [C:1]([O:36][C@H:9]1[C:10]([CH3:34])([CH3:35])[O:11][C:12]2[C:13](=[C:14]3[C:23](=[C:24]([O:26][CH3:27])[CH:25]=2)[C:22](=[O:28])[C:21]2[C:16](=[CH:17][CH:18]=[C:19]4[CH:32]=[CH:31][CH:30]=[CH:29][C:20]4=2)[N:15]3[CH3:33])[C@H:8]1[OH:7])(=[O:5])[CH2:2][CH2:3][CH3:4]. The catalyst class is: 341. (8) Reactant: [F:1][C:2]1[CH:7]=[C:6]([F:8])[CH:5]=[CH:4][C:3]=1[C:9](=[O:23])[CH2:10][C:11]1[CH:12]=[CH:13][C:14]2[N:15]([C:17]([CH:20]([CH3:22])[CH3:21])=[N:18][N:19]=2)[N:16]=1.C1C(=O)N(Br)C(=[O:27])C1. Product: [F:1][C:2]1[CH:7]=[C:6]([F:8])[CH:5]=[CH:4][C:3]=1[C:9](=[O:23])[C:10]([C:11]1[CH:12]=[CH:13][C:14]2[N:15]([C:17]([CH:20]([CH3:21])[CH3:22])=[N:18][N:19]=2)[N:16]=1)=[O:27]. The catalyst class is: 16. (9) Product: [NH2:22][C:16]1[CH:15]=[C:14]([C:13]2[C:8]([C:4]3[CH:5]=[CH:6][CH:7]=[C:2]([F:1])[CH:3]=3)=[N:9][C:10]([NH2:21])=[N:11][CH:12]=2)[CH:19]=[CH:18][N:17]=1. Reactant: [F:1][C:2]1[CH:3]=[C:4]([C:8]2[C:13]([C:14]3[CH:19]=[CH:18][N:17]=[C:16](F)[CH:15]=3)=[CH:12][N:11]=[C:10]([NH2:21])[N:9]=2)[CH:5]=[CH:6][CH:7]=1.[NH3:22].C(O)C.N. The catalyst class is: 8. (10) Reactant: [Br:1][C:2]1[CH:3]=[C:4]2[C:8](=[CH:9][CH:10]=1)[NH:7][CH:6]=[C:5]2[CH:11]=[O:12].[H-].[Na+].[CH3:15][O:16][C:17]1[C:26]2[C:21](=[CH:22][CH:23]=[CH:24][CH:25]=2)[C:20]([S:27](Cl)(=[O:29])=[O:28])=[CH:19][C:18]=1[N:31]1[CH2:36][CH2:35][N:34]([C:37](=[O:42])[C:38]([Cl:41])([Cl:40])[Cl:39])[CH2:33][CH2:32]1. Product: [Br:1][C:2]1[CH:3]=[C:4]2[C:8](=[CH:9][CH:10]=1)[N:7]([S:27]([C:20]1[C:21]3[C:26](=[CH:25][CH:24]=[CH:23][CH:22]=3)[C:17]([O:16][CH3:15])=[C:18]([N:31]3[CH2:36][CH2:35][N:34]([C:37](=[O:42])[C:38]([Cl:41])([Cl:39])[Cl:40])[CH2:33][CH2:32]3)[CH:19]=1)(=[O:28])=[O:29])[CH:6]=[C:5]2[CH:11]=[O:12]. The catalyst class is: 1.